Dataset: Catalyst prediction with 721,799 reactions and 888 catalyst types from USPTO. Task: Predict which catalyst facilitates the given reaction. (1) Reactant: [Cl:1][C:2]1[CH:3]=[C:4]([NH2:18])[CH:5]=[C:6]([Cl:17])[C:7]=1[O:8][C:9]1[CH:14]=[CH:13][C:12]([O:15][CH3:16])=[CH:11][CH:10]=1.Br[CH2:20][C:21]([O:23][CH2:24][CH3:25])=[O:22].C(N(C(C)C)CC)(C)C. Product: [CH2:24]([O:23][C:21](=[O:22])[CH2:20][NH:18][C:4]1[CH:3]=[C:2]([Cl:1])[C:7]([O:8][C:9]2[CH:10]=[CH:11][C:12]([O:15][CH3:16])=[CH:13][CH:14]=2)=[C:6]([Cl:17])[CH:5]=1)[CH3:25]. The catalyst class is: 39. (2) Reactant: [Br:1][C:2]1[CH:7]=[CH:6][CH:5]=[C:4]([S:8][CH2:9][CH:10]=[C:11]([CH3:13])[CH3:12])[CH:3]=1.O.C1(C)C=CC(S(O)(=O)=O)=CC=1.C(=O)(O)[O-].[Na+]. Product: [Br:1][C:2]1[CH:3]=[C:4]2[C:5]([C:11]([CH3:13])([CH3:12])[CH2:10][CH2:9][S:8]2)=[CH:6][CH:7]=1. The catalyst class is: 93. (3) Reactant: C[O:2][C:3]1[CH:8]=[C:7]([C:9]([F:12])([F:11])[F:10])[CH:6]=[C:5]([N+:13]([O-:15])=[O:14])[CH:4]=1.B(Br)(Br)Br.CCOC(C)=O. Product: [N+:13]([C:5]1[CH:4]=[C:3]([OH:2])[CH:8]=[C:7]([C:9]([F:10])([F:11])[F:12])[CH:6]=1)([O-:15])=[O:14]. The catalyst class is: 22. (4) Reactant: Cl[C:2]1[CH:3]=[CH:4][CH:5]=[C:6]2[C:10]=1[N:9]([CH2:11][CH2:12][CH3:13])[N:8]=[C:7]2[C:14]1[CH:19]=[CH:18][C:17]([O:20][CH3:21])=[CH:16][CH:15]=1.[C:22]1([Mg]Br)[CH:27]=[CH:26][CH:25]=[CH:24][CH:23]=1.Cl. Product: [CH3:21][O:20][C:17]1[CH:18]=[CH:19][C:14]([C:7]2[C:6]3[C:10](=[C:2]([C:22]4[CH:27]=[CH:26][CH:25]=[CH:24][CH:23]=4)[CH:3]=[CH:4][CH:5]=3)[N:9]([CH2:11][CH2:12][CH3:13])[N:8]=2)=[CH:15][CH:16]=1. The catalyst class is: 62.